Dataset: Cav3 T-type calcium channel HTS with 100,875 compounds. Task: Binary Classification. Given a drug SMILES string, predict its activity (active/inactive) in a high-throughput screening assay against a specified biological target. The drug is O(c1ccc(cc1)C(=N/OC(=O)c1cc([N+]([O-])=O)ccc1)/N)C. The result is 0 (inactive).